From a dataset of CYP2D6 inhibition data for predicting drug metabolism from PubChem BioAssay. Regression/Classification. Given a drug SMILES string, predict its absorption, distribution, metabolism, or excretion properties. Task type varies by dataset: regression for continuous measurements (e.g., permeability, clearance, half-life) or binary classification for categorical outcomes (e.g., BBB penetration, CYP inhibition). Dataset: cyp2d6_veith. (1) The molecule is O=C(N/N=C1/C[C@@H](O)[C@@H](O)[C@H]2[C@@H]1CC[C@@H]1C(=O)N(C[C@@H]3CCCO3)C(=O)[C@H]12)OCc1ccccc1. The result is 0 (non-inhibitor). (2) The result is 0 (non-inhibitor). The molecule is CCOC(=O)CSc1nc2ccccc2c(=O)n1CC1CCC(C(=O)NCc2ccco2)CC1. (3) The compound is N#C/C(=C\c1ccc(O)c(O)c1)C(=O)NCCCc1ccccc1. The result is 1 (inhibitor). (4) The molecule is CCN1CCC[C@H]1CNC(=O)c1cc(S(N)(=O)=O)ccc1OC. The result is 0 (non-inhibitor). (5) The drug is CCOC(=O)C1=C(N)Oc2ccc(Br)cc2[C@@H]1[C@@H](C#N)C(=O)OCC. The result is 0 (non-inhibitor). (6) The drug is COc1cc(/C=N/NC(=O)c2ccncc2)ccc1OC(=O)c1ccc([N+](=O)[O-])cc1. The result is 0 (non-inhibitor). (7) The result is 0 (non-inhibitor). The drug is CCNc1nnc(-c2ccncc2)s1. (8) The drug is O=[N+]([O-])c1ccc(N2CCCCC2)c(Cl)c1N1CCCCC1. The result is 0 (non-inhibitor). (9) The molecule is COc1ccc(C[N+](C)(C)N)cc1OC. The result is 0 (non-inhibitor).